This data is from Catalyst prediction with 721,799 reactions and 888 catalyst types from USPTO. The task is: Predict which catalyst facilitates the given reaction. (1) Reactant: [Br:1][C:2]1[CH:7]=[C:6]([Cl:8])[C:5]([S:9](Cl)(=[O:11])=[O:10])=[C:4]([Cl:13])[CH:3]=1.[NH2:14][C:15]1[C:16]([CH3:22])=[N:17][N:18]([CH3:21])[C:19]=1[CH3:20]. Product: [Br:1][C:2]1[CH:7]=[C:6]([Cl:8])[C:5]([S:9]([NH:14][C:15]2[C:16]([CH3:22])=[N:17][N:18]([CH3:21])[C:19]=2[CH3:20])(=[O:11])=[O:10])=[C:4]([Cl:13])[CH:3]=1. The catalyst class is: 17. (2) Reactant: [NH2:1][C@H:2]([C:8]([OH:10])=[O:9])[CH2:3][CH2:4][C:5](=[O:7])N.[OH-:11].[K+].[C:13](Cl)(=[O:24])[CH2:14][CH2:15][CH2:16][CH2:17][CH2:18][CH2:19][CH2:20][CH2:21][CH:22]=[CH2:23].Cl. Product: [C:13]([NH:1][C@H:2]([C:8]([OH:10])=[O:9])[CH2:3][CH2:4][C:5]([OH:11])=[O:7])(=[O:24])[CH2:14][CH2:15][CH2:16][CH2:17][CH2:18][CH2:19][CH2:20][CH2:21][CH:22]=[CH2:23]. The catalyst class is: 90.